From a dataset of Reaction yield outcomes from USPTO patents with 853,638 reactions. Predict the reaction yield, written as a fraction of the theoretical maximum amount of product (1.0 means a 100% yield; for example, 0.34 means a 34% yield). (1) The reactants are [Br:1][C:2]1[N:7]=[C:6]([NH2:8])[CH:5]=[CH:4][CH:3]=1.C(N(CC)CC)C.[C:16](Cl)(=[O:21])[C:17]([CH3:20])([CH3:19])[CH3:18]. The catalyst is ClCCl. The product is [Br:1][C:2]1[N:7]=[C:6]([NH:8][C:16](=[O:21])[C:17]([CH3:20])([CH3:19])[CH3:18])[CH:5]=[CH:4][CH:3]=1. The yield is 0.805. (2) The reactants are Cl[C:2]1[N:7]=[C:6]([O:8][C:9]2[CH:13]=[CH:12][S:11][C:10]=2[C:14]([O:16][CH3:17])=[O:15])[CH:5]=[CH:4][N:3]=1.[NH:18]1[CH2:23][CH2:22][O:21][CH2:20][CH2:19]1. The catalyst is C(O)C. The product is [O:21]1[CH2:22][CH2:23][N:18]([C:2]2[N:7]=[C:6]([O:8][C:9]3[CH:13]=[CH:12][S:11][C:10]=3[C:14]([O:16][CH3:17])=[O:15])[CH:5]=[CH:4][N:3]=2)[CH2:19][CH2:20]1. The yield is 0.650. (3) The catalyst is O. The reactants are [F:1][C:2]([F:22])([F:21])[C:3]1[CH:20]=[CH:19][C:6]([CH2:7][O:8][N:9]=[C:10]([C:12]2[CH:17]=[CH:16][C:15]([OH:18])=[CH:14][CH:13]=2)[CH3:11])=[CH:5][CH:4]=1.[CH2:23](Cl)[C:24]#[CH:25].CN(C=O)C. The product is [F:1][C:2]([F:21])([F:22])[C:3]1[CH:20]=[CH:19][C:6]([CH2:7][O:8][N:9]=[C:10]([C:12]2[CH:17]=[CH:16][C:15]([O:18][CH2:25][C:24]#[CH:23])=[CH:14][CH:13]=2)[CH3:11])=[CH:5][CH:4]=1. The yield is 0.820. (4) The reactants are [CH:1]([N:4]1[C:10](=[O:11])[CH2:9][CH2:8][CH2:7][C:6]2[CH:12]=[C:13]([N+:16]([O-])=O)[CH:14]=[CH:15][C:5]1=2)([CH3:3])[CH3:2].Cl[C:20]1[N:25]=[C:24]([NH:26][C:27]2[CH:32]=[CH:31][C:30]([N:33]3[CH2:38][CH2:37][N:36]([CH3:39])[CH2:35][CH2:34]3)=[CH:29][C:28]=2[O:40][CH3:41])[C:23]([Cl:42])=[CH:22][N:21]=1. No catalyst specified. The product is [Cl:42][C:23]1[C:24]([NH:26][C:27]2[CH:32]=[CH:31][C:30]([N:33]3[CH2:38][CH2:37][N:36]([CH3:39])[CH2:35][CH2:34]3)=[CH:29][C:28]=2[O:40][CH3:41])=[N:25][C:20]([NH:16][C:13]2[CH:14]=[CH:15][C:5]3[N:4]([CH:1]([CH3:3])[CH3:2])[C:10](=[O:11])[CH2:9][CH2:8][CH2:7][C:6]=3[CH:12]=2)=[N:21][CH:22]=1. The yield is 0.420. (5) The reactants are CS[CH:3]1[C:11]2[C:6](=[CH:7][CH:8]=[C:9]([C:12]([F:15])([F:14])[F:13])[CH:10]=2)[NH:5][C:4]1=[O:16].B(F)(F)F.CC[O:23]CC. The catalyst is C(Cl)(Cl)Cl.O1CCCC1.O.[Hg]=O. The product is [F:13][C:12]([F:15])([F:14])[C:9]1[CH:10]=[C:11]2[C:6](=[CH:7][CH:8]=1)[NH:5][C:4](=[O:16])[C:3]2=[O:23]. The yield is 0.530. (6) The reactants are C(OC(=O)[NH:7][CH:8]([CH2:13][C:14]1[CH:19]=[CH:18][C:17]([N+:20]([O-:22])=[O:21])=[CH:16][CH:15]=1)[C:9](=O)[CH2:10][Br:11])(C)(C)C.[C:24](=[S:32])([NH2:31])[C:25]1[CH:30]=[CH:29][CH:28]=[CH:27][CH:26]=1.C(OCC)C. The catalyst is CC#N. The product is [BrH:11].[N+:20]([C:17]1[CH:16]=[CH:15][C:14]([CH2:13][C@@H:8]([C:9]2[N:31]=[C:24]([C:25]3[CH:30]=[CH:29][CH:28]=[CH:27][CH:26]=3)[S:32][CH:10]=2)[NH2:7])=[CH:19][CH:18]=1)([O-:22])=[O:21]. The yield is 0.630. (7) The catalyst is O1CCCC1.[Pd].CO. The reactants are C(OC([N:11]1[CH2:15][CH:14]2[CH:16]([OH:20])[CH:17]([F:19])[CH2:18][CH:13]2[CH2:12]1)=O)C1C=CC=CC=1.[H][H]. The product is [F:19][CH:17]1[CH2:18][CH:13]2[CH2:12][NH:11][CH2:15][CH:14]2[CH:16]1[OH:20]. The yield is 1.00.